From a dataset of Full USPTO retrosynthesis dataset with 1.9M reactions from patents (1976-2016). Predict the reactants needed to synthesize the given product. Given the product [Cl:1][C:2]1[CH:7]=[CH:6][C:5]([C@:8]([NH:9][C:14](=[O:15])[O:16][C:17]([CH3:20])([CH3:19])[CH3:18])([CH3:21])[CH2:12][OH:11])=[CH:4][CH:3]=1, predict the reactants needed to synthesize it. The reactants are: [Cl:1][C:2]1[CH:7]=[CH:6][C:5]([C@:8]2([CH3:21])[CH2:12][O:11]C(=O)[N:9]2[C:14]([O:16][C:17]([CH3:20])([CH3:19])[CH3:18])=[O:15])=[CH:4][CH:3]=1.C(=O)([O-])[O-].[K+].[K+].